Dataset: Catalyst prediction with 721,799 reactions and 888 catalyst types from USPTO. Task: Predict which catalyst facilitates the given reaction. Reactant: Cl.CO[C:4]1[CH:9]=[CH:8][N:7]=[CH:6][C:5]=1[N+:10]([O-:12])=[O:11].[C:13]([O:17][C:18]([N:20]1[CH2:25][CH2:24][CH:23]([CH2:26][NH2:27])[CH2:22][CH2:21]1)=[O:19])([CH3:16])([CH3:15])[CH3:14].C(N(CC)CC)C. Product: [C:13]([O:17][C:18]([N:20]1[CH2:25][CH2:24][CH:23]([CH2:26][NH:27][C:4]2[CH:9]=[CH:8][N:7]=[CH:6][C:5]=2[N+:10]([O-:12])=[O:11])[CH2:22][CH2:21]1)=[O:19])([CH3:16])([CH3:15])[CH3:14]. The catalyst class is: 8.